From a dataset of Catalyst prediction with 721,799 reactions and 888 catalyst types from USPTO. Predict which catalyst facilitates the given reaction. (1) Reactant: C1(C)C=CC=CC=1.C1(P(C2C=CC=CC=2)C2C=CC=CC=2)C=CC=CC=1.[C:27]([O:31][C:32](=[O:37])[NH:33][CH2:34][CH2:35]O)([CH3:30])([CH3:29])[CH3:28].[C:38]1(=[O:44])[NH:42][C:41](=[O:43])[CH:40]=[CH:39]1. Product: [C:27]([O:31][C:32](=[O:37])[NH:33][CH2:34][CH2:35][N:42]1[C:38](=[O:44])[CH:39]=[CH:40][C:41]1=[O:43])([CH3:30])([CH3:29])[CH3:28]. The catalyst class is: 7. (2) Reactant: [NH2:1][C@H:2]([C:6]([OH:8])=[O:7])[CH2:3][CH2:4][OH:5].N12CCCN=C1CCCCC2.[Si:20](Cl)([C:23]([CH3:26])([CH3:25])[CH3:24])([CH3:22])[CH3:21]. Product: [Si:20]([O:7][C:6](=[O:8])[C@H:2]([CH2:3][CH2:4][OH:5])[NH2:1])([C:23]([CH3:26])([CH3:25])[CH3:24])([CH3:22])[CH3:21]. The catalyst class is: 10. (3) Reactant: [CH3:1][O:2][C:3]1[CH:4]=[C:5]([CH2:12][C:13]([OH:15])=O)[CH:6]=[CH:7][C:8]=1[N+:9]([O-:11])=[O:10].C([N:19]([CH2:23][CH3:24])[CH:20]([CH3:22])C)(C)C.N1CCCC1. Product: [CH3:1][O:2][C:3]1[CH:4]=[C:5]([CH2:12][C:13]([N:19]2[CH2:20][CH2:22][CH2:24][CH2:23]2)=[O:15])[CH:6]=[CH:7][C:8]=1[N+:9]([O-:11])=[O:10]. The catalyst class is: 309. (4) Reactant: [C:1]([O:4][C@@H:5]1[C@H:9]([CH2:10][CH2:11][CH2:12][CH2:13][CH2:14][CH2:15][C:16]([O:18][CH3:19])=[O:17])[C@@H:8]([CH2:20][CH2:21][C:22](=[O:31])[C:23]([F:30])([F:29])[CH2:24][C@@H:25]([CH3:28])[CH2:26][CH3:27])[C@H:7]([O:32][CH:33]2[CH2:38][CH2:37][CH2:36][CH2:35][O:34]2)[CH2:6]1)(=[O:3])[CH3:2].[BH4-].[Na+].C(O)(=O)C. Product: [C:1]([O:4][C@@H:5]1[C@H:9]([CH2:10][CH2:11][CH2:12][CH2:13][CH2:14][CH2:15][C:16]([O:18][CH3:19])=[O:17])[C@@H:8]([CH2:20][CH2:21][CH:22]([OH:31])[C:23]([F:29])([F:30])[CH2:24][C@@H:25]([CH3:28])[CH2:26][CH3:27])[C@H:7]([O:32][CH:33]2[CH2:38][CH2:37][CH2:36][CH2:35][O:34]2)[CH2:6]1)(=[O:3])[CH3:2]. The catalyst class is: 5. (5) Reactant: [Br:1][C:2]1[CH:3]=[C:4]2[C:8](=[CH:9][CH:10]=1)[C:7](=[O:11])[O:6][CH2:5]2.[Br:12]N1C(=O)CCC1=O.C(OOC(=O)C1C=CC=CC=1)(=O)C1C=CC=CC=1. Product: [Br:12][CH:5]1[C:4]2[C:8](=[CH:9][CH:10]=[C:2]([Br:1])[CH:3]=2)[C:7](=[O:11])[O:6]1. The catalyst class is: 53. (6) Reactant: [CH3:1][C:2]([C:35]([OH:37])=[O:36])([C:4]1[CH:5]=[CH:6][C:7]([CH:10]([OH:34])[CH2:11][CH2:12][CH2:13][N:14]2[CH2:19][CH2:18][CH:17]([C:20]([OH:33])([C:27]3[CH:28]=[CH:29][CH:30]=[CH:31][CH:32]=3)[C:21]3[CH:22]=[CH:23][CH:24]=[CH:25][CH:26]=3)[CH2:16][CH2:15]2)=[CH:8][CH:9]=1)[CH3:3].CC(C)=O.[ClH:42]. Product: [CH3:3][C:2]([C:35]([OH:37])=[O:36])([C:4]1[CH:9]=[CH:8][C:7]([CH:10]([OH:34])[CH2:11][CH2:12][CH2:13][N:14]2[CH2:15][CH2:16][CH:17]([C:20]([OH:33])([C:21]3[CH:26]=[CH:25][CH:24]=[CH:23][CH:22]=3)[C:27]3[CH:28]=[CH:29][CH:30]=[CH:31][CH:32]=3)[CH2:18][CH2:19]2)=[CH:6][CH:5]=1)[CH3:1].[ClH:42]. The catalyst class is: 244. (7) Reactant: [NH2:1][C:2]1[CH:7]=[C:6](Cl)[N:5]=[C:4]([C:9]2[CH:10]=[C:11]([CH:20]=[CH:21][CH:22]=2)[O:12][CH2:13][C:14]([NH:16][CH:17]([CH3:19])[CH3:18])=[O:15])[N:3]=1.[CH3:23][N:24]1[CH2:29][CH2:28][NH:27][CH2:26][CH2:25]1. Product: [NH2:1][C:2]1[CH:7]=[C:6]([N:27]2[CH2:28][CH2:29][N:24]([CH3:23])[CH2:25][CH2:26]2)[N:5]=[C:4]([C:9]2[CH:10]=[C:11]([CH:20]=[CH:21][CH:22]=2)[O:12][CH2:13][C:14]([NH:16][CH:17]([CH3:19])[CH3:18])=[O:15])[N:3]=1. The catalyst class is: 114. (8) Reactant: [Cl:1][C:2]1[N:3]=[CH:4][C:5]([C:8]([OH:10])=O)=[N:6][CH:7]=1.CN(C=O)C.S(Cl)(Cl)=O.Cl.[NH:21]1[CH2:24][CH2:23][CH2:22]1.C(N(CC)CC)C.Cl. Product: [N:21]1([C:8]([C:5]2[CH:4]=[N:3][C:2]([Cl:1])=[CH:7][N:6]=2)=[O:10])[CH2:24][CH2:23][CH2:22]1. The catalyst class is: 426.